From a dataset of Full USPTO retrosynthesis dataset with 1.9M reactions from patents (1976-2016). Predict the reactants needed to synthesize the given product. (1) Given the product [CH2:44]([O:43][CH:13]1[C@@H:12]([NH:4][C:5](=[O:11])[O:6][C:7]([CH3:9])([CH3:10])[CH3:8])[C@H:17]([O:18][CH2:19][C:20]2[CH:21]=[CH:22][CH:23]=[CH:24][CH:25]=2)[C@@H:16]([O:26][CH2:27][C:28]2[CH:29]=[CH:30][CH:31]=[CH:32][CH:33]=2)[C@@H:15]([CH2:34][O:35][CH2:36][C:37]2[CH:38]=[CH:39][CH:40]=[CH:41][CH:42]=2)[O:14]1)[C:45]1[CH:50]=[CH:49][CH:48]=[CH:47][CH:46]=1, predict the reactants needed to synthesize it. The reactants are: C([N:4]([C@H:12]1[C@H:17]([O:18][CH2:19][C:20]2[CH:25]=[CH:24][CH:23]=[CH:22][CH:21]=2)[C@@H:16]([O:26][CH2:27][C:28]2[CH:33]=[CH:32][CH:31]=[CH:30][CH:29]=2)[C@@H:15]([CH2:34][O:35][CH2:36][C:37]2[CH:42]=[CH:41][CH:40]=[CH:39][CH:38]=2)[O:14][CH:13]1[O:43][CH2:44][C:45]1[CH:50]=[CH:49][CH:48]=[CH:47][CH:46]=1)[C:5](=[O:11])[O:6][C:7]([CH3:10])([CH3:9])[CH3:8])(=O)C.C[O-].[Na+]. (2) Given the product [CH2:1]([C:5]1[S:25][C:8]2=[N:9][CH:10]=[C:11]([C:23]#[N:24])[C:12]([NH:13][C:14]3[CH:15]=[C:16]4[C:20](=[CH:21][CH:22]=3)[NH:19][CH:18]=[CH:17]4)=[C:7]2[CH:6]=1)[CH2:2][CH2:3][CH3:4], predict the reactants needed to synthesize it. The reactants are: [CH:1](/[C:5]1[S:25][C:8]2=[N:9][CH:10]=[C:11]([C:23]#[N:24])[C:12]([NH:13][C:14]3[CH:15]=[C:16]4[C:20](=[CH:21][CH:22]=3)[NH:19][CH:18]=[CH:17]4)=[C:7]2[CH:6]=1)=[CH:2]\[CH:3]=[CH2:4]. (3) Given the product [N:11]1([CH2:14][C:15]([N:17]2[CH2:18][CH2:19][CH:20]([NH:23][C:24]([NH:26][C:27]3[CH:32]=[CH:31][C:30]([O:33][C:34]([F:37])([F:35])[F:36])=[CH:29][CH:28]=3)=[O:25])[CH2:21][CH2:22]2)=[O:16])[CH2:12][CH2:13][NH:8][CH2:9][CH2:10]1, predict the reactants needed to synthesize it. The reactants are: C([N:8]1[CH2:13][CH2:12][N:11]([CH2:14][C:15]([N:17]2[CH2:22][CH2:21][CH:20]([NH:23][C:24]([NH:26][C:27]3[CH:32]=[CH:31][C:30]([O:33][C:34]([F:37])([F:36])[F:35])=[CH:29][CH:28]=3)=[O:25])[CH2:19][CH2:18]2)=[O:16])[CH2:10][CH2:9]1)C1C=CC=CC=1. (4) The reactants are: [CH2:1]([C:3]([F:22])([CH2:20][CH3:21])[CH2:4][N:5]1[CH2:10][CH2:9][CH:8]([CH2:11][O:12][C:13]2[CH:18]=[N:17][C:16](I)=[CH:15][N:14]=2)[CH2:7][CH2:6]1)[CH3:2].[CH3:23][O:24][C:25]([C:27]1[CH:32]=[CH:31][C:30](B(O)O)=[CH:29][CH:28]=1)=[O:26].C([O-])([O-])=O.[Cs+].[Cs+]. Given the product [CH2:1]([C:3]([F:22])([CH2:20][CH3:21])[CH2:4][N:5]1[CH2:10][CH2:9][CH:8]([CH2:11][O:12][C:13]2[N:14]=[CH:15][C:16]([C:30]3[CH:31]=[CH:32][C:27]([C:25]([O:24][CH3:23])=[O:26])=[CH:28][CH:29]=3)=[N:17][CH:18]=2)[CH2:7][CH2:6]1)[CH3:2], predict the reactants needed to synthesize it. (5) Given the product [NH2:8][CH2:9][C@H:10]1[N:15]([C:16]([O:18][C:19]([CH3:21])([CH3:22])[CH3:20])=[O:17])[CH2:14][C@@H:13]([CH2:23][CH2:24][C:25]2[CH:30]=[CH:29][CH:28]=[CH:27][C:26]=2[NH:31][C:32](=[O:52])[C@H:33]([CH:39]([C:46]2[CH:51]=[CH:50][CH:49]=[CH:48][CH:47]=2)[C:40]2[CH:45]=[CH:44][CH:43]=[CH:42][CH:41]=2)[NH:34][C:35]([O:37][CH3:38])=[O:36])[O:12][CH2:11]1, predict the reactants needed to synthesize it. The reactants are: C([NH:8][CH2:9][C@H:10]1[N:15]([C:16]([O:18][C:19]([CH3:22])([CH3:21])[CH3:20])=[O:17])[CH2:14][C@@H:13]([CH2:23][CH2:24][C:25]2[CH:30]=[CH:29][CH:28]=[CH:27][C:26]=2[NH:31][C:32](=[O:52])[C@H:33]([CH:39]([C:46]2[CH:51]=[CH:50][CH:49]=[CH:48][CH:47]=2)[C:40]2[CH:45]=[CH:44][CH:43]=[CH:42][CH:41]=2)[NH:34][C:35]([O:37][CH3:38])=[O:36])[O:12][CH2:11]1)C1C=CC=CC=1.[H][H]. (6) Given the product [Cl:31][C:15]1[N:14]=[C:13]2[C:18]([N:19]=[C:11]([S:10][C:3]3[CH:4]=[C:5]([O:8][CH3:9])[CH:6]=[CH:7][C:2]=3[I:1])[N:12]2[CH2:22][CH2:23][CH2:24][C:25]#[CH:26])=[C:17]([NH2:20])[N:16]=1, predict the reactants needed to synthesize it. The reactants are: [I:1][C:2]1[CH:7]=[CH:6][C:5]([O:8][CH3:9])=[CH:4][C:3]=1[S:10][C:11]1[N:12]([CH2:22][CH2:23][CH2:24][C:25]#[CH:26])[C:13]2[C:18]([N:19]=1)=[C:17]([NH2:20])[N:16]=[C:15](N)[N:14]=2.C[Si]([Cl:31])(C)C.CCN(CC)CC.CCOC(C)=O.CCCCCC.